Dataset: Full USPTO retrosynthesis dataset with 1.9M reactions from patents (1976-2016). Task: Predict the reactants needed to synthesize the given product. (1) Given the product [Br:1][C:2]1[CH:27]=[N:26][C:5]2[N:6]=[C:7]([N:13]3[CH2:18][CH2:17][NH:16][CH2:15][CH2:14]3)[C:8]3[N:9]([CH:10]=[N:11][N:12]=3)[C:4]=2[CH:3]=1, predict the reactants needed to synthesize it. The reactants are: [Br:1][C:2]1[CH:27]=[N:26][C:5]2[N:6]=[C:7]([N:13]3[CH2:18][CH2:17][N:16](C(OC(C)(C)C)=O)[CH2:15][CH2:14]3)[C:8]3[N:9]([CH:10]=[N:11][N:12]=3)[C:4]=2[CH:3]=1.C(O)(C(F)(F)F)=O. (2) Given the product [CH3:31][N:15]([C:14](=[C:24]([C:25]#[N:26])[C:27]#[N:28])[N:11]1[CH2:12][CH2:13][CH:8]([CH2:7][N:3]2[CH2:4][CH2:5][CH2:6][CH:2]2[CH3:1])[CH2:9][CH2:10]1)[CH2:16][CH2:17][N:18]1[CH2:23][CH2:22][CH2:21][CH2:20][CH2:19]1, predict the reactants needed to synthesize it. The reactants are: [CH3:1][CH:2]1[CH2:6][CH2:5][CH2:4][N:3]1[CH2:7][CH:8]1[CH2:13][CH2:12][N:11]([C:14](=[C:24]([C:27]#[N:28])[C:25]#[N:26])[NH:15][CH2:16][CH2:17][N:18]2[CH2:23][CH2:22][CH2:21][CH2:20][CH2:19]2)[CH2:10][CH2:9]1.[H-].[Na+].[CH3:31]I. (3) Given the product [CH2:1]([O:3][C:4]([N:6]1[C:15]2[C:10](=[N:11][C:12]([O:16][CH3:17])=[CH:13][CH:14]=2)[C@@H:9]([NH:18][C:19]2[N:24]=[C:23]([CH2:25][C:26]3[CH:31]=[C:30]([C:32]([F:34])([F:33])[F:35])[CH:29]=[C:28]([C:36]([OH:38])=[O:37])[CH:27]=3)[C:22]([N:40]3[CH2:45][CH2:44][O:43][CH2:42][CH2:41]3)=[CH:21][N:20]=2)[CH2:8][C@H:7]1[CH2:46][CH3:47])=[O:5])[CH3:2], predict the reactants needed to synthesize it. The reactants are: [CH2:1]([O:3][C:4]([N:6]1[C:15]2[C:10](=[N:11][C:12]([O:16][CH3:17])=[CH:13][CH:14]=2)[C@@H:9]([NH:18][C:19]2[N:24]=[C:23]([CH2:25][C:26]3[CH:31]=[C:30]([C:32]([F:35])([F:34])[F:33])[CH:29]=[C:28]([C:36]([O:38]C)=[O:37])[CH:27]=3)[C:22]([N:40]3[CH2:45][CH2:44][O:43][CH2:42][CH2:41]3)=[CH:21][N:20]=2)[CH2:8][C@H:7]1[CH2:46][CH3:47])=[O:5])[CH3:2].[OH-].[Na+]. (4) Given the product [CH:27]1[C:35]2[C:34]3[CH:36]=[CH:37][CH:38]=[CH:39][C:33]=3[O:32][C:31]=2[C:30]([C:40]([NH:1][C:2]2[CH:3]=[CH:4][C:5]([CH3:26])=[C:6]([N:8]3[C:17](=[O:18])[C:16]4[C:11](=[CH:12][CH:13]=[C:14]([N:19]5[CH2:24][CH2:23][N:22]([CH3:25])[CH2:21][CH2:20]5)[CH:15]=4)[N:10]=[CH:9]3)[CH:7]=2)=[O:41])=[CH:29][CH:28]=1, predict the reactants needed to synthesize it. The reactants are: [NH2:1][C:2]1[CH:3]=[CH:4][C:5]([CH3:26])=[C:6]([N:8]2[C:17](=[O:18])[C:16]3[C:11](=[CH:12][CH:13]=[C:14]([N:19]4[CH2:24][CH2:23][N:22]([CH3:25])[CH2:21][CH2:20]4)[CH:15]=3)[N:10]=[CH:9]2)[CH:7]=1.[CH:27]1[C:35]2[C:34]3[CH:36]=[CH:37][CH:38]=[CH:39][C:33]=3[O:32][C:31]=2[C:30]([C:40](O)=[O:41])=[CH:29][CH:28]=1.C(N(C(C)C)CC)(C)C. (5) Given the product [F:47][C:41]1[CH:42]=[C:43]([F:46])[CH:44]=[CH:45][C:40]=1[NH:39][C:38]([C:35]1([C:33]([NH:32][C:29]2[CH:30]=[CH:31][C:26]([O:25][C:23]3[CH:22]=[CH:21][N:20]=[C:19]([NH:9][C:8]([N:58]([CH3:59])[CH:55]4[CH2:56][CH2:57][N:52]([CH3:51])[CH2:53][CH2:54]4)=[O:7])[CH:24]=3)=[CH:27][C:28]=2[F:49])=[O:34])[CH2:37][CH2:36]1)=[O:48], predict the reactants needed to synthesize it. The reactants are: C1([O:7][C:8](=O)[N:9]([C:19]2[CH:24]=[C:23]([O:25][C:26]3[CH:31]=[CH:30][C:29]([NH:32][C:33]([C:35]4([C:38](=[O:48])[NH:39][C:40]5[CH:45]=[CH:44][C:43]([F:46])=[CH:42][C:41]=5[F:47])[CH2:37][CH2:36]4)=[O:34])=[C:28]([F:49])[CH:27]=3)[CH:22]=[CH:21][N:20]=2)C(OC2C=CC=CC=2)=O)C=CC=CC=1.[CH3:51][N:52]1[CH2:57][CH2:56][CH:55]([NH:58][CH3:59])[CH2:54][CH2:53]1. (6) Given the product [F:24][C:2]([F:1])([F:25])[C:3]1[CH:23]=[CH:22][CH:21]=[CH:20][C:4]=1[O:5][CH:6]1[CH2:10][CH2:9][N:8]([C:11]2[S:12][C:13]([C:16]([OH:18])=[O:17])=[CH:14][N:15]=2)[CH2:7]1, predict the reactants needed to synthesize it. The reactants are: [F:1][C:2]([F:25])([F:24])[C:3]1[CH:23]=[CH:22][CH:21]=[CH:20][C:4]=1[O:5][CH:6]1[CH2:10][CH2:9][N:8]([C:11]2[S:12][C:13]([C:16]([O:18]C)=[O:17])=[CH:14][N:15]=2)[CH2:7]1.[OH-].[Na+].